Dataset: Reaction yield outcomes from USPTO patents with 853,638 reactions. Task: Predict the reaction yield, written as a fraction of the theoretical maximum amount of product (1.0 means a 100% yield; for example, 0.34 means a 34% yield). (1) The reactants are [CH3:1][N:2]([CH3:36])[C:3](=[O:35])[O:4][C:5]1[CH:10]=[CH:9][C:8]([CH:11]([OH:32])[CH2:12][CH2:13][O:14][Si:15]([C:28]([CH3:31])([CH3:30])[CH3:29])([C:22]2[CH:27]=[CH:26][CH:25]=[CH:24][CH:23]=2)[C:16]2[CH:21]=[CH:20][CH:19]=[CH:18][CH:17]=2)=[C:7]([CH:33]=[CH2:34])[CH:6]=1.C(Br)(Br)(Br)[Br:38].C1(P(C2C=CC=CC=2)C2C=CC=CC=2)C=CC=CC=1. The catalyst is ClCCl. The product is [CH3:36][N:2]([CH3:1])[C:3](=[O:35])[O:4][C:5]1[CH:10]=[CH:9][C:8]([C:11]([Br:38])([OH:32])[CH2:12][CH2:13][O:14][Si:15]([C:28]([CH3:29])([CH3:30])[CH3:31])([C:22]2[CH:23]=[CH:24][CH:25]=[CH:26][CH:27]=2)[C:16]2[CH:21]=[CH:20][CH:19]=[CH:18][CH:17]=2)=[C:7]([CH:33]=[CH2:34])[CH:6]=1. The yield is 0.780. (2) The reactants are Br[CH2:2][C:3]#[N:4].[C:5]([O:9][C:10](=[O:15])[NH:11][CH2:12][CH2:13][OH:14])([CH3:8])([CH3:7])[CH3:6]. No catalyst specified. The product is [C:5]([O:9][C:10](=[O:15])[NH:11][CH2:12][CH2:13][O:14][CH2:2][C:3]#[N:4])([CH3:8])([CH3:6])[CH3:7]. The yield is 0.400. (3) The reactants are I[C:2]1[CH:7]=[CH:6][N:5]=[CH:4][CH:3]=1.[Li]CCCC.CCCCCC.[NH:19]1[CH:23]=[C:22]([C:24]2[S:25][C:26]([C:29](=[O:32])[CH2:30][CH3:31])=[CH:27][N:28]=2)[CH:21]=[N:20]1. The catalyst is C1COCC1. The product is [NH:20]1[CH:21]=[C:22]([C:24]2[S:25][C:26]([C:29]([C:2]3[CH:7]=[CH:6][N:5]=[CH:4][CH:3]=3)([OH:32])[CH2:30][CH3:31])=[CH:27][N:28]=2)[CH:23]=[N:19]1. The yield is 0.0500. (4) The reactants are [Cl:1][C:2]1[CH:7]=[CH:6][C:5]([S:8]([C:11]23[CH2:26][CH2:25][CH:24]([O:27][CH2:28][CH2:29]OS(C)(=O)=O)[CH2:23][CH:12]2[CH2:13][O:14][C:15]2[C:20]3=[C:19]([F:21])[CH:18]=[CH:17][C:16]=2[F:22])(=[O:10])=[O:9])=[CH:4][CH:3]=1.[N-:35]=[N+:36]=[N-:37].[Na+]. The catalyst is CN(C=O)C.[NH4+].[Cl-]. The product is [N:35]([CH2:29][CH2:28][O:27][CH:24]1[CH2:23][CH:12]2[CH2:13][O:14][C:15]3[C:20]([C:11]2([S:8]([C:5]2[CH:6]=[CH:7][C:2]([Cl:1])=[CH:3][CH:4]=2)(=[O:10])=[O:9])[CH2:26][CH2:25]1)=[C:19]([F:21])[CH:18]=[CH:17][C:16]=3[F:22])=[N+:36]=[N-:37]. The yield is 0.950.